Dataset: Forward reaction prediction with 1.9M reactions from USPTO patents (1976-2016). Task: Predict the product of the given reaction. (1) Given the reactants [CH2:1]([N:8]([CH2:27][CH:28]([F:30])[F:29])[C:9]1[CH:14]=[CH:13][C:12](Br)=[CH:11][C:10]=1[NH:16][C:17]([NH:19][C:20]1[CH:25]=[CH:24][C:23]([CH3:26])=[CH:22][CH:21]=1)=[O:18])[C:2]1[CH:7]=[CH:6][CH:5]=[CH:4][CH:3]=1.[NH:31]1[C:35]([C:36]2[CH:41]=[CH:40][CH:39]=[CH:38][C:37]=2B(O)O)=[N:34][N:33]=[N:32]1.C(N(CCC(F)(F)F)C1C=CC(Br)=CC=1NC(NC1C=CC(C)=CC=1)=O)C1C=CC=CC=1, predict the reaction product. The product is: [CH2:1]([N:8]([CH2:27][CH:28]([F:30])[F:29])[C:9]1[CH:14]=[CH:13][C:12]([C:37]2[CH:38]=[CH:39][CH:40]=[CH:41][C:36]=2[C:35]2[NH:34][N:33]=[N:32][N:31]=2)=[CH:11][C:10]=1[NH:16][C:17]([NH:19][C:20]1[CH:25]=[CH:24][C:23]([CH3:26])=[CH:22][CH:21]=1)=[O:18])[C:2]1[CH:7]=[CH:6][CH:5]=[CH:4][CH:3]=1. (2) Given the reactants [NH2:1][C:2]1[CH:7]=[C:6]([CH3:8])[N:5]=[C:4]([CH3:9])[C:3]=1[CH:10]=O.C1([PH2]([C:25]2[CH:30]=CC=CC=2)C2C=CC=CC=2)C=CC=CC=1.C[O-:32].[Na+], predict the reaction product. The product is: [CH3:9][C:4]1[N:5]=[C:6]([CH3:8])[CH:7]=[C:2]2[C:3]=1[CH:10]=[CH:25][C:30](=[O:32])[NH:1]2. (3) Given the reactants [I-].[CH2:2]([C:6]1[N:7]([C:27]2[CH:32]=[CH:31][CH:30]=[CH:29][CH:28]=2)[C:8]2[C:13](/[C:14](=[CH:16]\[C:17]3[S:18][C:19]4[CH:26]=[CH:25][CH:24]=[CH:23][C:20]=4[N+:21]=3[CH3:22])/[CH:15]=1)=[CH:12][CH:11]=[CH:10][CH:9]=2)[CH2:3][CH2:4][CH3:5].[BH4-].[Na+], predict the reaction product. The product is: [CH2:2]([C:6]1[N:7]([C:27]2[CH:32]=[CH:31][CH:30]=[CH:29][CH:28]=2)[C:8]2[C:13](/[C:14](=[CH:16]\[CH:17]3[N:21]([CH3:22])[C:20]4[CH:23]=[CH:24][CH:25]=[CH:26][C:19]=4[S:18]3)/[CH:15]=1)=[CH:12][CH:11]=[CH:10][CH:9]=2)[CH2:3][CH2:4][CH3:5]. (4) Given the reactants [C:1]1([C@H:13]2[CH2:18][CH2:17][C@H:16]([NH:19][CH2:20][C:21]([F:24])([F:23])[F:22])[CH2:15][CH2:14]2)[N:2]=[N:3][N:4]2[C:9]=1[C:8]1[CH:10]=[CH:11][NH:12][C:7]=1[N:6]=[CH:5]2.[CH:25]1([CH:28]=O)[CH2:27][CH2:26]1.B.N1C=CC=CC=1C.[OH-].[Na+], predict the reaction product. The product is: [CH:25]1([CH2:28][N:19]([CH2:20][C:21]([F:23])([F:22])[F:24])[C@H:16]2[CH2:15][CH2:14][C@H:13]([C:1]3[N:2]=[N:3][N:4]4[C:9]=3[C:8]3[CH:10]=[CH:11][NH:12][C:7]=3[N:6]=[CH:5]4)[CH2:18][CH2:17]2)[CH2:27][CH2:26]1. (5) Given the reactants [CH2:1]([O:3][C:4]1[N:9]=[C:8]([C:10]([O:12][CH3:13])=[O:11])[C:7]([N+:14]([O-])=O)=[CH:6][CH:5]=1)[CH3:2].[Cl-].[NH4+], predict the reaction product. The product is: [NH2:14][C:7]1[C:8]([C:10]([O:12][CH3:13])=[O:11])=[N:9][C:4]([O:3][CH2:1][CH3:2])=[CH:5][CH:6]=1. (6) Given the reactants Cl.Cl.[CH2:3]([O:7][C:8]1[CH:25]=[CH:24][CH:23]=[CH:22][C:9]=1[CH2:10][N:11]1[CH2:16][CH2:15][C:14]2([CH2:21][CH2:20][NH:19][CH2:18][CH2:17]2)[CH2:13][CH2:12]1)[CH:4]([CH3:6])[CH3:5].[S:26]1[CH:30]=[CH:29][C:28]([N:31]=[C:32]=[O:33])=[CH:27]1.NCCN(CCN)CCN, predict the reaction product. The product is: [CH2:3]([O:7][C:8]1[CH:25]=[CH:24][CH:23]=[CH:22][C:9]=1[CH2:10][N:11]1[CH2:12][CH2:13][C:14]2([CH2:21][CH2:20][N:19]([C:32]([NH:31][C:28]3[CH:29]=[CH:30][S:26][CH:27]=3)=[O:33])[CH2:18][CH2:17]2)[CH2:15][CH2:16]1)[CH:4]([CH3:6])[CH3:5]. (7) Given the reactants C(=O)([O-])[O-].[K+].[K+].[CH2:7](Br)[C:8]1[CH:13]=[CH:12][CH:11]=[CH:10][CH:9]=1.CN(C)C=O.[C:20]([N:23]1[CH2:27][CH2:26][CH2:25][CH:24]1[C:28]1[CH:29]=[C:30]([CH:36]=[CH:37][C:38]=1[OH:39])[C:31]([O:33][CH2:34][CH3:35])=[O:32])(=[O:22])[CH3:21], predict the reaction product. The product is: [C:20]([N:23]1[CH2:27][CH2:26][CH2:25][CH:24]1[C:28]1[CH:29]=[C:30]([CH:36]=[CH:37][C:38]=1[O:39][CH2:7][C:8]1[CH:13]=[CH:12][CH:11]=[CH:10][CH:9]=1)[C:31]([O:33][CH2:34][CH3:35])=[O:32])(=[O:22])[CH3:21]. (8) Given the reactants [NH2:1][C:2]1[C:3]([CH3:23])=[C:4]2[C:8](=[CH:9][C:10]=1[N+:11]([O-])=O)[C:7](=[O:14])[N:6]([CH:15]1[CH2:20][CH2:19][N:18]([CH3:21])[CH2:17][CH2:16]1)[C:5]2=[O:22], predict the reaction product. The product is: [NH2:1][C:2]1[C:3]([CH3:23])=[C:4]2[C:8](=[CH:9][C:10]=1[NH2:11])[C:7](=[O:14])[N:6]([CH:15]1[CH2:16][CH2:17][N:18]([CH3:21])[CH2:19][CH2:20]1)[C:5]2=[O:22]. (9) The product is: [F:15][C:13]1([F:14])[CH2:12][O:11][C:10]([NH:16][C:17]([C:24]2[CH:25]=[CH:26][C:27]([O:30][CH3:31])=[CH:28][CH:29]=2)([C:32]2[CH:37]=[CH:36][CH:35]=[C:34]([O:71][CH3:70])[CH:33]=2)[C:18]2[CH:19]=[CH:20][CH:21]=[CH:22][CH:23]=2)=[N:9][C@@:8]1([C:6]1[N:7]=[C:2]([NH:1][C:53]([C:44]2[C:43]([Cl:42])=[CH:48][C:47]([C:49]([F:50])([F:51])[F:52])=[CH:46][N:45]=2)=[O:55])[CH:3]=[CH:4][C:5]=1[F:41])[CH3:40]. Given the reactants [NH2:1][C:2]1[N:7]=[C:6]([C@:8]2([CH3:40])[C:13]([F:15])([F:14])[CH2:12][O:11][C:10]([NH:16][C:17]([C:32]3[CH:37]=[CH:36][C:35](OC)=[CH:34][CH:33]=3)([C:24]3[CH:29]=[CH:28][C:27]([O:30][CH3:31])=[CH:26][CH:25]=3)[C:18]3[CH:23]=[CH:22][CH:21]=[CH:20][CH:19]=3)=[N:9]2)[C:5]([F:41])=[CH:4][CH:3]=1.[Cl:42][C:43]1[C:44]([C:53]([OH:55])=O)=[N:45][CH:46]=[C:47]([C:49]([F:52])([F:51])[F:50])[CH:48]=1.C1C=NC2N(O)N=NC=2C=1.Cl.CN([CH:70]=[O:71])C, predict the reaction product.